From a dataset of Full USPTO retrosynthesis dataset with 1.9M reactions from patents (1976-2016). Predict the reactants needed to synthesize the given product. Given the product [NH2:29][C@@H:25]1[CH2:26][CH2:27][CH2:28][N:23]([C:21]([N:7]2[C@H:8]([C:9]3[CH:14]=[CH:13][C:12]([C:15]#[N:16])=[CH:11][C:10]=3[S:17]([CH3:20])(=[O:19])=[O:18])[C:3]([C:1]#[N:2])=[C:4]([CH3:48])[N:5]([C:38]3[CH:43]=[CH:42][CH:41]=[C:40]([C:44]([F:46])([F:47])[F:45])[CH:39]=3)[C:6]2=[O:37])=[O:22])[CH2:24]1, predict the reactants needed to synthesize it. The reactants are: [C:1]([C:3]1[C@@H:8]([C:9]2[CH:14]=[CH:13][C:12]([C:15]#[N:16])=[CH:11][C:10]=2[S:17]([CH3:20])(=[O:19])=[O:18])[N:7]([C:21]([N:23]2[CH2:28][CH2:27][CH2:26][C@@H:25]([NH:29]C(=O)OC(C)(C)C)[CH2:24]2)=[O:22])[C:6](=[O:37])[N:5]([C:38]2[CH:43]=[CH:42][CH:41]=[C:40]([C:44]([F:47])([F:46])[F:45])[CH:39]=2)[C:4]=1[CH3:48])#[N:2].